Dataset: Full USPTO retrosynthesis dataset with 1.9M reactions from patents (1976-2016). Task: Predict the reactants needed to synthesize the given product. (1) Given the product [Br:1][C:2]1[CH:16]=[CH:15][C:5]([C:6]([NH:8][CH:9]([NH:44][C:43]2[CH:45]=[CH:46][C:40]([Cl:39])=[CH:41][CH:42]=2)[C:10]([Cl:13])([Cl:12])[Cl:11])=[O:7])=[CH:4][CH:3]=1, predict the reactants needed to synthesize it. The reactants are: [Br:1][C:2]1[CH:16]=[CH:15][C:5]([C:6]([NH:8][CH:9](O)[C:10]([Cl:13])([Cl:12])[Cl:11])=[O:7])=[CH:4][CH:3]=1.P(Cl)(Cl)(Cl)(Cl)Cl.BrC1C=CC(C(NC(Cl)C(Cl)(Cl)Cl)=O)=CC=1.[Cl:39][C:40]1[CH:46]=[CH:45][C:43]([NH2:44])=[CH:42][CH:41]=1. (2) Given the product [Br:3][C:4]1[C:5]([C:16]2[CH:21]=[CH:20][C:19]([F:22])=[CH:18][CH:17]=2)=[N:6][C:7]([O:12][CH:13]([CH3:15])[CH3:14])=[C:8]([CH:11]=1)[C:9]([O:26][CH3:24])=[O:1], predict the reactants needed to synthesize it. The reactants are: [OH-:1].[K+].[Br:3][C:4]1[C:5]([C:16]2[CH:21]=[CH:20][C:19]([F:22])=[CH:18][CH:17]=2)=[N:6][C:7]([O:12][CH:13]([CH3:15])[CH3:14])=[C:8]([CH:11]=1)[C:9]#N.Cl.[CH2:24]([OH:26])C. (3) Given the product [CH3:1][C:2]1[C:7]([CH3:8])=[CH:6][C:5]2[NH:9][C:21]([C:14]3[C:13]4[C:17](=[CH:18][CH:19]=[CH:20][C:12]=4[F:11])[NH:16][N:15]=3)=[N:10][C:4]=2[CH:3]=1, predict the reactants needed to synthesize it. The reactants are: [CH3:1][C:2]1[CH:3]=[C:4]([NH2:10])[C:5]([NH2:9])=[CH:6][C:7]=1[CH3:8].[F:11][C:12]1[CH:20]=[CH:19][CH:18]=[C:17]2[C:13]=1[C:14]([CH:21]=O)=[N:15][NH:16]2.